This data is from Reaction yield outcomes from USPTO patents with 853,638 reactions. The task is: Predict the reaction yield, written as a fraction of the theoretical maximum amount of product (1.0 means a 100% yield; for example, 0.34 means a 34% yield). (1) The reactants are [OH-].[Na+].[F:3][C:4]1[C:9]([F:10])=[CH:8][CH:7]=[CH:6][C:5]=1[OH:11].Br[CH2:13][CH3:14]. The catalyst is [Br-].C([N+](CCCC)(CCCC)CCCC)CCC.O. The product is [CH2:13]([O:11][C:5]1[CH:6]=[CH:7][CH:8]=[C:9]([F:10])[C:4]=1[F:3])[CH3:14]. The yield is 0.970. (2) The reactants are Br[C:2]1[CH:7]=[C:6]([CH:8]2[CH2:13][CH2:12][S:11](=[O:15])(=[O:14])[CH2:10][CH2:9]2)[CH:5]=[CH:4][C:3]=1[NH2:16].[C:17]1(B(O)O)[CH2:22][CH2:21][CH2:20][CH2:19][CH:18]=1.C([O-])([O-])=O.[Na+].[Na+].CCOC(C)=O. The catalyst is O1CCOCC1.C1C=CC([P]([Pd]([P](C2C=CC=CC=2)(C2C=CC=CC=2)C2C=CC=CC=2)([P](C2C=CC=CC=2)(C2C=CC=CC=2)C2C=CC=CC=2)[P](C2C=CC=CC=2)(C2C=CC=CC=2)C2C=CC=CC=2)(C2C=CC=CC=2)C2C=CC=CC=2)=CC=1. The product is [C:17]1([C:2]2[CH:7]=[C:6]([CH:8]3[CH2:13][CH2:12][S:11](=[O:15])(=[O:14])[CH2:10][CH2:9]3)[CH:5]=[CH:4][C:3]=2[NH2:16])[CH2:22][CH2:21][CH2:20][CH2:19][CH:18]=1. The yield is 0.860. (3) The reactants are [C:1]([C:5]1[CH:10]=[C:9]([F:11])[CH:8]=[CH:7][C:6]=1[OH:12])([CH3:4])([CH3:3])[CH3:2].CCN(CC)CC.Cl[C:21]([O:23][CH3:24])=[O:22]. The catalyst is O1CCOCC1. The product is [C:21](=[O:22])([O:23][CH3:24])[O:12][C:6]1[CH:7]=[CH:8][C:9]([F:11])=[CH:10][C:5]=1[C:1]([CH3:4])([CH3:2])[CH3:3]. The yield is 0.590. (4) The product is [NH2:8][C:7]1[S:6][C:5]([C:20]([O:22][CH2:23][CH3:24])=[O:21])=[C:4]([I:25])[C:3]=1[C:1]#[N:2]. The reactants are [C:1]([C:3]1[C:4]([I:25])=[C:5]([C:20]([O:22][CH2:23][CH3:24])=[O:21])[S:6][C:7]=1[NH:8]CC1C=CC(OC)=CC=1OC)#[N:2].FC(F)(F)C(O)=O. The yield is 0.880. The catalyst is ClCCl. (5) The reactants are [CH:1]([C:4]1[C:5]([O:16][CH2:17][O:18][CH3:19])=[C:6](B(O)O)[CH:7]=[C:8]([CH:10]([CH3:12])[CH3:11])[CH:9]=1)([CH3:3])[CH3:2].[C:20]([C:23]1[CH:39]=[CH:38][C:26]2[S:27][CH:28]=[C:29](OS(C(F)(F)F)(=O)=O)[C:25]=2[CH:24]=1)(=[O:22])[CH3:21].C(=O)([O-])[O-].[Na+].[Na+]. The catalyst is C1(C)C=CC=CC=1.C(O)C.[Cl-].[Na+].O.C1C=CC([P]([Pd]([P](C2C=CC=CC=2)(C2C=CC=CC=2)C2C=CC=CC=2)([P](C2C=CC=CC=2)(C2C=CC=CC=2)C2C=CC=CC=2)[P](C2C=CC=CC=2)(C2C=CC=CC=2)C2C=CC=CC=2)(C2C=CC=CC=2)C2C=CC=CC=2)=CC=1. The product is [CH:1]([C:4]1[C:5]([O:16][CH2:17][O:18][CH3:19])=[C:6]([C:29]2[C:25]3[CH:24]=[C:23]([C:20](=[O:22])[CH3:21])[CH:39]=[CH:38][C:26]=3[S:27][CH:28]=2)[CH:7]=[C:8]([CH:10]([CH3:12])[CH3:11])[CH:9]=1)([CH3:3])[CH3:2]. The yield is 0.580. (6) The reactants are [Cl:1][C:2]1[N:3]=[N:4][C:5](Cl)=[C:6]([CH3:9])[C:7]=1[CH3:8].[N:11]1[CH:16]=[CH:15][CH:14]=[C:13]([CH2:17]C#N)[CH:12]=1.C[Si]([N-][Si](C)(C)C)(C)C.[Na+].C1C[O:33]CC1. No catalyst specified. The product is [Cl:1][C:2]1[N:3]=[N:4][C:5]([C:17]([C:13]2[CH:12]=[N:11][CH:16]=[CH:15][CH:14]=2)=[O:33])=[C:6]([CH3:9])[C:7]=1[CH3:8]. The yield is 0.930. (7) The reactants are [Cl:1][C:2]1[CH:7]=[CH:6][C:5]([C:8]2[CH:13]=[N:12][N:11]3[C:14](=[O:25])[N:15]([CH2:17][C:18]4[CH:19]=[N:20][C:21](Cl)=[CH:22][CH:23]=4)[N:16]=[C:10]3[C:9]=2[C:26]2[CH:31]=[CH:30][N:29]=[CH:28][CH:27]=2)=[CH:4][CH:3]=1.[CH3:32][NH:33][CH3:34]. The catalyst is O. The product is [Cl:1][C:2]1[CH:7]=[CH:6][C:5]([C:8]2[CH:13]=[N:12][N:11]3[C:14](=[O:25])[N:15]([CH2:17][C:18]4[CH:19]=[N:20][C:21]([N:33]([CH3:34])[CH3:32])=[CH:22][CH:23]=4)[N:16]=[C:10]3[C:9]=2[C:26]2[CH:31]=[CH:30][N:29]=[CH:28][CH:27]=2)=[CH:4][CH:3]=1. The yield is 0.570. (8) The reactants are F.F.F.C(N(CC)CC)C.[Si]([O:28][CH2:29][C@H:30]1[O:34][C@@H:33]([N:35]2[CH:42]=[C:41]([CH3:43])[C:39](=[O:40])[NH:38][C:36]2=[O:37])[C@H:32]([O:44][CH2:45][CH2:46][O:47][N:48]([CH3:50])[CH3:49])[C@@H:31]1[OH:51])(C(C)(C)C)(C1C=CC=CC=1)C1C=CC=CC=1.CO. The catalyst is C1COCC1.C(Cl)Cl. The product is [CH3:49][N:48]([CH3:50])[O:47][CH2:46][CH2:45][O:44][C@@H:32]1[C@H:31]([OH:51])[C@@H:30]([CH2:29][OH:28])[O:34][C@H:33]1[N:35]1[CH:42]=[C:41]([CH3:43])[C:39](=[O:40])[NH:38][C:36]1=[O:37]. The yield is 0.925. (9) The reactants are [F:1][C:2]1[CH:7]=[CH:6][C:5]([CH:8]2[C:16]3[C:11](=[CH:12][C:13]([C:17]#[N:18])=[CH:14][CH:15]=3)[CH2:10][O:9]2)=[CH:4][CH:3]=1.[Li+].CC([N-]C(C)C)C.[CH:27](OC)=[O:28]. The catalyst is C1COCC1. The product is [F:1][C:2]1[CH:7]=[CH:6][C:5]([C:8]2([CH:27]=[O:28])[C:16]3[C:11](=[CH:12][C:13]([C:17]#[N:18])=[CH:14][CH:15]=3)[CH2:10][O:9]2)=[CH:4][CH:3]=1. The yield is 0.500. (10) The reactants are [CH3:1][O-:2].[Na+].[Cl:4][C:5]1[N:10]=[C:9](Cl)[C:8]([NH2:12])=[CH:7][N:6]=1. The catalyst is CO.CCOC(C)=O. The product is [Cl:4][C:5]1[N:10]=[C:9]([O:2][CH3:1])[C:8]([NH2:12])=[CH:7][N:6]=1. The yield is 0.910.